From a dataset of Full USPTO retrosynthesis dataset with 1.9M reactions from patents (1976-2016). Predict the reactants needed to synthesize the given product. (1) Given the product [CH2:9]([C:3]1[CH:4]=[CH:5][C:6]([OH:8])=[CH:7][C:2]=1[OH:1])[CH2:10][CH3:11], predict the reactants needed to synthesize it. The reactants are: [OH:1][C:2]1[CH:7]=[C:6]([OH:8])[CH:5]=[CH:4][C:3]=1[C:9](=O)[CH2:10][CH3:11]. (2) Given the product [Br:30][C:31]1[CH:32]=[CH:33][C:34]([C:37]([N:8]([C:3]2[C:2]([CH3:1])=[CH:7][CH:6]=[CH:5][N:4]=2)[C@@H:9]2[CH2:14][CH2:13][CH2:12][N:11]([C:15]([O:17][C:18]([CH3:21])([CH3:20])[CH3:19])=[O:16])[CH2:10]2)=[O:38])=[N:35][CH:36]=1, predict the reactants needed to synthesize it. The reactants are: [CH3:1][C:2]1[C:3]([NH:8][C@@H:9]2[CH2:14][CH2:13][CH2:12][N:11]([C:15]([O:17][C:18]([CH3:21])([CH3:20])[CH3:19])=[O:16])[CH2:10]2)=[N:4][CH:5]=[CH:6][CH:7]=1.C[Mg]Cl.C1COCC1.[Br:30][C:31]1[CH:32]=[CH:33][C:34]([C:37](OC)=[O:38])=[N:35][CH:36]=1. (3) Given the product [F:19][C:20]([F:36])([F:37])[C:21]1[CH:22]=[C:23]([O:27][C:28]2[CH:35]=[CH:34][C:31]([CH2:32][NH:33][C:11](=[O:13])[C:10]3[CH:14]=[CH:15][C:16]([CH3:18])=[N:17][C:9]=3[NH2:8])=[CH:30][CH:29]=2)[CH:24]=[CH:25][CH:26]=1, predict the reactants needed to synthesize it. The reactants are: C(N(CC)CC)C.[NH2:8][C:9]1[N:17]=[C:16]([CH3:18])[CH:15]=[CH:14][C:10]=1[C:11]([OH:13])=O.[F:19][C:20]([F:37])([F:36])[C:21]1[CH:22]=[C:23]([O:27][C:28]2[CH:35]=[CH:34][C:31]([CH2:32][NH2:33])=[CH:30][CH:29]=2)[CH:24]=[CH:25][CH:26]=1.CN([P+](ON1N=NC2C=CC=CC1=2)(N(C)C)N(C)C)C.F[P-](F)(F)(F)(F)F.